This data is from NCI-60 drug combinations with 297,098 pairs across 59 cell lines. The task is: Regression. Given two drug SMILES strings and cell line genomic features, predict the synergy score measuring deviation from expected non-interaction effect. Drug 1: C1=CN(C(=O)N=C1N)C2C(C(C(O2)CO)O)O.Cl. Drug 2: C1CC(C1)(C(=O)O)C(=O)O.[NH2-].[NH2-].[Pt+2]. Cell line: TK-10. Synergy scores: CSS=27.2, Synergy_ZIP=-6.50, Synergy_Bliss=-1.76, Synergy_Loewe=-22.2, Synergy_HSA=1.33.